From a dataset of Full USPTO retrosynthesis dataset with 1.9M reactions from patents (1976-2016). Predict the reactants needed to synthesize the given product. (1) Given the product [Cl:14][C:15]1[S:19][C:18]([S:20]([NH:6][C@H:5]([C:7]([OH:9])=[O:8])[CH2:4][CH2:3][C:2]([F:10])([F:11])[F:1])(=[O:22])=[O:21])=[CH:17][CH:16]=1, predict the reactants needed to synthesize it. The reactants are: [F:1][C:2]([F:11])([F:10])[CH2:3][CH2:4][C@@H:5]([C:7]([OH:9])=[O:8])[NH2:6].[OH-].[Na+].[Cl:14][C:15]1[S:19][C:18]([S:20](Cl)(=[O:22])=[O:21])=[CH:17][CH:16]=1. (2) Given the product [C:16]([O:15][C:13]([N:20]1[CH2:25][CH2:24][CH:23]([NH:8][C:7]2[CH:9]=[CH:10][C:4]([O:3][C:2]([F:11])([F:12])[F:1])=[CH:5][CH:6]=2)[CH2:22][CH2:21]1)=[O:14])([CH3:19])([CH3:17])[CH3:18], predict the reactants needed to synthesize it. The reactants are: [F:1][C:2]([F:12])([F:11])[O:3][C:4]1[CH:10]=[CH:9][C:7]([NH2:8])=[CH:6][CH:5]=1.[C:13]([N:20]1[CH2:25][CH2:24][C:23](=O)[CH2:22][CH2:21]1)([O:15][C:16]([CH3:19])([CH3:18])[CH3:17])=[O:14]. (3) Given the product [Br:12][C:10]1[CH:9]=[CH:8][C:7]2[N:2]([CH3:1])[CH2:3][CH2:4][O:5][C:6]=2[CH:11]=1, predict the reactants needed to synthesize it. The reactants are: [CH3:1][N:2]1[C:7]2[CH:8]=[CH:9][CH:10]=[CH:11][C:6]=2[O:5][CH2:4][CH2:3]1.[Br:12]N1C(=O)CCC1=O. (4) The reactants are: Cl[C:2]1[N:26]=[C:25]([CH3:27])[CH:24]=[CH:23][C:3]=1[C:4]([NH:6][C:7]1[CH:12]=[CH:11][C:10]([C:13](=[O:22])[CH2:14][CH2:15][C:16]2[CH:21]=[CH:20][CH:19]=[CH:18][N:17]=2)=[CH:9][CH:8]=1)=[O:5].[CH3:28][CH:29]1[CH2:34][CH2:33][NH:32][CH2:31][CH2:30]1.C(OCC)(=O)C.O. Given the product [CH3:27][C:25]1[CH:24]=[CH:23][C:3]([C:4]([NH:6][C:7]2[CH:12]=[CH:11][C:10]([C:13](=[O:22])[CH2:14][CH2:15][C:16]3[CH:21]=[CH:20][CH:19]=[CH:18][N:17]=3)=[CH:9][CH:8]=2)=[O:5])=[C:2]([N:32]2[CH2:33][CH2:34][CH:29]([CH3:28])[CH2:30][CH2:31]2)[N:26]=1, predict the reactants needed to synthesize it. (5) Given the product [CH3:28][C@@H:24]1[CH2:25][CH2:26][CH2:27][N:23]1[CH2:22][CH2:21][CH2:20][O:1][C:2]1[CH:3]=[C:4]2[C:9](=[CH:10][CH:11]=1)[NH:8][C:7](=[O:12])[CH2:6][CH2:5]2, predict the reactants needed to synthesize it. The reactants are: [OH:1][C:2]1[CH:3]=[C:4]2[C:9](=[CH:10][CH:11]=1)[NH:8][C:7](=[O:12])[CH2:6][CH2:5]2.C(=O)([O-])[O-].[Cs+].[Cs+].Cl[CH2:20][CH2:21][CH2:22][N:23]1[CH2:27][CH2:26][CH2:25][C@H:24]1[CH3:28]. (6) Given the product [F:31][C:32]1[C:33]([NH:58][C@@H:59]([C:65]([CH3:68])([CH3:67])[CH3:66])[CH2:60][S:61]([OH:64])(=[O:63])=[O:62])=[N:2][C:35]([C:38]2[C:46]3[C:41](=[N:42][CH:43]=[C:44]([F:47])[CH:45]=3)[NH:40][CH:39]=2)=[N:36][CH:37]=1, predict the reactants needed to synthesize it. The reactants are: C(C1C=C(F)C(N[C@@H](C(C)(C)C)CS(N)(=O)=O)=NC=1C1C2C(=NC=C(F)C=2)NC=1)#[N:2].[F:31][C:32]1[C:33]([NH:58][C@@H:59]([C:65]([CH3:68])([CH3:67])[CH3:66])[CH2:60][S:61]([OH:64])(=[O:63])=[O:62])=C[C:35]([C:38]2[C:46]3[C:41](=[N:42][CH:43]=[C:44]([F:47])[CH:45]=3)[N:40](S(C3C=CC(C)=CC=3)(=O)=O)[CH:39]=2)=[N:36][CH:37]=1.C(O)(C(F)(F)F)=O.